The task is: Predict the reactants needed to synthesize the given product.. This data is from Full USPTO retrosynthesis dataset with 1.9M reactions from patents (1976-2016). (1) The reactants are: [Br:1][C:2]1[CH:7]=[CH:6][C:5]([OH:8])=[C:4](I)[CH:3]=1.[CH2:10]([OH:15])[CH2:11][CH2:12][C:13]#[CH:14]. Given the product [Br:1][C:2]1[CH:7]=[CH:6][C:5]2[O:8][C:13]([CH2:12][CH2:11][CH2:10][OH:15])=[CH:14][C:4]=2[CH:3]=1, predict the reactants needed to synthesize it. (2) Given the product [Si:28]([O:1][C@H:2]([C:11]1[CH:12]=[CH:13][CH:14]=[CH:15][CH:16]=1)[C@@H:3]([CH2:7][CH2:8][C:9]#[CH:10])[C:4]([OH:6])=[O:5])([C:31]([CH3:34])([CH3:33])[CH3:32])([CH3:30])[CH3:29], predict the reactants needed to synthesize it. The reactants are: [OH:1][C@H:2]([C:11]1[CH:16]=[CH:15][CH:14]=[CH:13][CH:12]=1)[C@@H:3]([CH2:7][CH2:8][C:9]#[CH:10])[C:4]([OH:6])=[O:5].N12CCCN=C1CCCCC2.[Si:28](Cl)([C:31]([CH3:34])([CH3:33])[CH3:32])([CH3:30])[CH3:29]. (3) The reactants are: [C:1]([O:5][C:6]([N:8]1[C@H:12]([CH3:13])[CH2:11][CH2:10][C@H:9]1[C:14]([OH:16])=O)=[O:7])([CH3:4])([CH3:3])[CH3:2].CN(C(ON1N=NC2C=CC=NC1=2)=[N+](C)C)C.F[P-](F)(F)(F)(F)F.CCN(C(C)C)C(C)C.[F:50][C:51]([F:67])([F:66])[C:52]1[N:57]=[CH:56][C:55]([C:58]2[N:63]=[CH:62][N:61]=[C:60]([CH2:64][NH2:65])[CH:59]=2)=[CH:54][CH:53]=1. Given the product [CH3:13][C@@H:12]1[CH2:11][CH2:10][C@@H:9]([C:14](=[O:16])[NH:65][CH2:64][C:60]2[CH:59]=[C:58]([C:55]3[CH:56]=[N:57][C:52]([C:51]([F:67])([F:66])[F:50])=[CH:53][CH:54]=3)[N:63]=[CH:62][N:61]=2)[N:8]1[C:6]([O:5][C:1]([CH3:2])([CH3:3])[CH3:4])=[O:7], predict the reactants needed to synthesize it. (4) The reactants are: C[O:2][C:3](=[O:35])[CH2:4][O:5][C:6]1[CH:15]=[CH:14][C:13]([Cl:16])=[C:12]2[C:7]=1[C:8]([O:31][CH:32]([F:34])[F:33])=[C:9]([CH2:20][C:21]1[CH:26]=[CH:25][C:24]([S:27]([CH3:30])(=[O:29])=[O:28])=[CH:23][CH:22]=1)[C:10]([CH:17]([CH3:19])[CH3:18])=[N:11]2.[OH-].[Li+]. Given the product [Cl:16][C:13]1[CH:14]=[CH:15][C:6]([O:5][CH2:4][C:3]([OH:35])=[O:2])=[C:7]2[C:12]=1[N:11]=[C:10]([CH:17]([CH3:19])[CH3:18])[C:9]([CH2:20][C:21]1[CH:22]=[CH:23][C:24]([S:27]([CH3:30])(=[O:28])=[O:29])=[CH:25][CH:26]=1)=[C:8]2[O:31][CH:32]([F:33])[F:34], predict the reactants needed to synthesize it. (5) Given the product [C:6]([C:7]1[CH:8]=[C:9]([CH:31]=[CH:32][C:33]=1[CH3:34])[C:10]([NH:12][C:13]1[CH:18]=[CH:17][C:16]([CH2:19][N:20]2[CH2:21][CH2:22][N:23]([CH3:26])[CH2:24][CH2:25]2)=[C:15]([C:27]([F:28])([F:30])[F:29])[CH:14]=1)=[O:11])#[CH:5], predict the reactants needed to synthesize it. The reactants are: C[Si]([C:5]#[C:6][C:7]1[CH:8]=[C:9]([CH:31]=[CH:32][C:33]=1[CH3:34])[C:10]([NH:12][C:13]1[CH:18]=[CH:17][C:16]([CH2:19][N:20]2[CH2:25][CH2:24][N:23]([CH3:26])[CH2:22][CH2:21]2)=[C:15]([C:27]([F:30])([F:29])[F:28])[CH:14]=1)=[O:11])(C)C.C(=O)([O-])[O-].[K+].[K+].